From a dataset of Full USPTO retrosynthesis dataset with 1.9M reactions from patents (1976-2016). Predict the reactants needed to synthesize the given product. (1) Given the product [F:1][CH2:2][C:3]1([C:14]([O:16][CH2:17][CH3:18])=[O:15])[CH2:4][CH2:5][C:6](=[O:9])[CH2:7][CH2:8]1, predict the reactants needed to synthesize it. The reactants are: [F:1][CH2:2][C:3]1([C:14]([O:16][CH2:17][CH3:18])=[O:15])[CH2:8][CH2:7][C:6]([O:9][Si](C)(C)C)=[CH:5][CH2:4]1.Cl. (2) Given the product [C:11]([C:7]1[C:6]2[C:10](=[C:2]([NH:1][S:22]([C:18]3[CH:19]=[CH:20][CH:21]=[C:16]([C:14]#[N:15])[CH:17]=3)(=[O:24])=[O:23])[CH:3]=[CH:4][C:5]=2[CH3:13])[NH:9][CH:8]=1)#[N:12], predict the reactants needed to synthesize it. The reactants are: [NH2:1][C:2]1[CH:3]=[CH:4][C:5]([CH3:13])=[C:6]2[C:10]=1[NH:9][CH:8]=[C:7]2[C:11]#[N:12].[C:14]([C:16]1[CH:17]=[C:18]([S:22](Cl)(=[O:24])=[O:23])[CH:19]=[CH:20][CH:21]=1)#[N:15].N1C=CC=CC=1.Cl. (3) The reactants are: [F:1][C:2]1[CH:10]=[C:9]([N+:11]([O-:13])=[O:12])[C:8]([O:14][CH3:15])=[CH:7][C:3]=1[C:4]([OH:6])=O.[NH2:16][CH:17]1[CH2:22][CH2:21][N:20]([CH3:23])[CH2:19][CH2:18]1.CCN(C(C)C)C(C)C.CN(C(ON1N=NC2C=CC=NC1=2)=[N+](C)C)C.F[P-](F)(F)(F)(F)F. Given the product [F:1][C:2]1[CH:10]=[C:9]([N+:11]([O-:13])=[O:12])[C:8]([O:14][CH3:15])=[CH:7][C:3]=1[C:4]([NH:16][CH:17]1[CH2:22][CH2:21][N:20]([CH3:23])[CH2:19][CH2:18]1)=[O:6], predict the reactants needed to synthesize it. (4) Given the product [N:6]([CH2:7][CH:17]([N:41]1[C:37](=[O:47])[C:38]2[C:39](=[CH:43][CH:44]=[CH:45][CH:46]=2)[C:40]1=[O:42])[CH2:11][CH:31]1[CH2:32][CH2:33][C:34]2[C:35](=[CH:62][CH:61]=[CH:60][CH:64]=2)[CH2:36]1)=[N+:48]=[N-:49], predict the reactants needed to synthesize it. The reactants are: N1CCNC1=[N:6][C:7]1C=CC2OCCN(C)[C:11]=2[CH:17]=1.[C:31]1(P([C:31]2[CH:36]=[CH:35][CH:34]=[CH:33][CH:32]=2)[C:31]2[CH:36]=[CH:35][CH:34]=[CH:33][CH:32]=2)[CH:36]=[CH:35][CH:34]=[CH:33][CH:32]=1.[C:37]1(=[O:47])[NH:41][C:40](=[O:42])[C:39]2=[CH:43][CH:44]=[CH:45][CH:46]=[C:38]12.[N:48](C(OCC)=O)=[N:49]C(OCC)=O.[CH2:60]1[CH2:64]O[CH2:62][CH2:61]1. (5) The reactants are: [NH2:1][CH2:2][CH:3]([C:8]1([CH3:13])[O:12][CH2:11][CH2:10][O:9]1)[C:4]([O:6][CH3:7])=[O:5].[OH:14][C:15]1[CH:25]=[CH:24][CH:23]=[C:17]2[C:18]([O:20][C:21](=O)[C:16]=12)=[O:19]. Given the product [OH:14][C:15]1[CH:25]=[CH:24][CH:23]=[C:17]2[C:16]=1[C:21](=[O:20])[N:1]([CH2:2][CH:3]([C:8]1([CH3:13])[O:9][CH2:10][CH2:11][O:12]1)[C:4]([O:6][CH3:7])=[O:5])[C:18]2=[O:19], predict the reactants needed to synthesize it. (6) Given the product [C:1]([O:5][C:6](=[O:7])[NH:8][C@H:9]([CH3:16])[CH2:10][N:17]1[CH2:22][CH2:21][O:20][CH2:19][CH2:18]1)([CH3:4])([CH3:3])[CH3:2], predict the reactants needed to synthesize it. The reactants are: [C:1]([O:5][C:6]([NH:8][C@H:9]([CH3:16])[CH2:10]OS(C)(=O)=O)=[O:7])([CH3:4])([CH3:3])[CH3:2].[NH:17]1[CH2:22][CH2:21][O:20][CH2:19][CH2:18]1. (7) Given the product [Br:1][C:2]1[CH:3]=[CH:4][C:5]([CH3:10])=[C:6]([CH2:7][Cl:15])[CH:9]=1, predict the reactants needed to synthesize it. The reactants are: [Br:1][C:2]1[CH:3]=[CH:4][C:5]([CH3:10])=[C:6]([CH:9]=1)[CH:7]=O.[BH4-].[Na+].O=S(Cl)[Cl:15]. (8) Given the product [C:23]([O:22][C:20]([NH:19][CH2:18][CH2:17][O:1][C:2]1[CH:3]=[C:4]([CH:9]=[CH:10][CH:11]=1)[C:5]([O:7][CH3:8])=[O:6])=[O:21])([CH3:26])([CH3:25])[CH3:24], predict the reactants needed to synthesize it. The reactants are: [OH:1][C:2]1[CH:3]=[C:4]([CH:9]=[CH:10][CH:11]=1)[C:5]([O:7][CH3:8])=[O:6].CS(O[CH2:17][CH2:18][NH:19][C:20]([O:22][C:23]([CH3:26])([CH3:25])[CH3:24])=[O:21])(=O)=O. (9) Given the product [Cl:26][C:23]1[CH:24]=[CH:25][C:20]([C:18]([NH:17][CH:13]([CH2:12][C:7]2[C:5]3[C:4](=[CH:3][CH:2]=[CH:1][CH:6]=3)[NH:11][C:9](=[O:10])[CH:8]=2)[C:14]([O:16][CH2:29][CH2:28][N:30]([CH2:34][CH3:35])[CH2:31][CH3:32])=[O:15])=[O:19])=[CH:21][CH:22]=1, predict the reactants needed to synthesize it. The reactants are: [CH:1]1[CH:2]=[CH:3][C:4]2[NH:11][C:9](=[O:10])[CH:8]=[C:7]([CH2:12][CH:13]([NH:17][C:18]([C:20]3[CH:21]=[CH:22][C:23]([Cl:26])=[CH:24][CH:25]=3)=[O:19])[C:14]([OH:16])=[O:15])[C:5]=2[CH:6]=1.Cl.[CH2:28]([N:30]([CH2:34][CH3:35])[CH2:31][CH2:32]Cl)[CH3:29].